Dataset: Full USPTO retrosynthesis dataset with 1.9M reactions from patents (1976-2016). Task: Predict the reactants needed to synthesize the given product. (1) The reactants are: N#N.CC1(C)C(C)(C)OB([C:11]2[CH:12]=[CH:13][C:14]([NH2:17])=[N:15][CH:16]=2)O1.[CH3:19][O:20][C:21]([C:23]1[CH:27]=[C:26](Br)[O:25][C:24]=1[CH3:29])=[O:22].C([O-])(O)=O.[Na+]. Given the product [CH3:19][O:20][C:21]([C:23]1[CH:27]=[C:26]([C:11]2[CH:16]=[N:15][C:14]([NH2:17])=[CH:13][CH:12]=2)[O:25][C:24]=1[CH3:29])=[O:22], predict the reactants needed to synthesize it. (2) Given the product [CH2:1]([O:8][C:9]1[C:14]([O:15][CH3:16])=[CH:13][CH:12]=[C:11]([I:18])[C:10]=1[OH:17])[C:2]1[CH:3]=[CH:4][CH:5]=[CH:6][CH:7]=1, predict the reactants needed to synthesize it. The reactants are: [CH2:1]([O:8][C:9]1[C:14]([O:15][CH3:16])=[CH:13][CH:12]=[CH:11][C:10]=1[OH:17])[C:2]1[CH:7]=[CH:6][CH:5]=[CH:4][CH:3]=1.[I:18]I. (3) Given the product [Br:8][C:20]1[C:21]([CH3:33])=[C:22]([CH3:32])[CH:23]=[C:24]2[C:19]=1[N:18]=[C:17]1[N:25]2[C:26]([C:28]([CH3:29])([CH3:31])[CH3:30])=[CH:27][C:15]2[N:14]=[C:13]([C:9]([CH3:12])([CH3:10])[CH3:11])[CH:35]=[CH:34][C:16]=21, predict the reactants needed to synthesize it. The reactants are: C1C(=O)N([Br:8])C(=O)C1.[C:9]([C:13]1[CH:35]=[CH:34][C:16]2[C:17]3[N:25]([C:26]([C:28]([CH3:31])([CH3:30])[CH3:29])=[CH:27][C:15]=2[N:14]=1)[C:24]1[C:19](=[CH:20][C:21]([CH3:33])=[C:22]([CH3:32])[CH:23]=1)[N:18]=3)([CH3:12])([CH3:11])[CH3:10]. (4) Given the product [F:8][C:7]1[CH:6]=[CH:5][C:4]([C:9]2[N:13]3[CH:14]=[CH:15][C:16]([C:18]([F:21])([F:20])[F:19])=[N:17][C:12]3=[N:11][CH:10]=2)=[CH:3][C:2]=1[C:27]1[CH:28]=[N:29][CH:30]=[CH:31][CH:32]=1, predict the reactants needed to synthesize it. The reactants are: Br[C:2]1[CH:3]=[C:4]([C:9]2[N:13]3[CH:14]=[CH:15][C:16]([C:18]([F:21])([F:20])[F:19])=[N:17][C:12]3=[N:11][CH:10]=2)[CH:5]=[CH:6][C:7]=1[F:8].C([Sn](CCCC)(CCCC)[C:27]1[CH:28]=[N:29][CH:30]=[CH:31][CH:32]=1)CCC. (5) Given the product [F:1][C:2]1[CH:25]=[CH:24][C:5]([CH2:6][O:7][C:8]2[CH:13]=[CH:12][C:11]([C:14]3([CH2:18][C:19]([OH:21])=[O:20])[CH2:15][O:16][CH2:17]3)=[CH:10][CH:9]=2)=[CH:4][C:3]=1[O:26][C:27]([F:28])([F:29])[F:30], predict the reactants needed to synthesize it. The reactants are: [F:1][C:2]1[CH:25]=[CH:24][C:5]([CH2:6][O:7][C:8]2[CH:13]=[CH:12][C:11]([C:14]3([CH2:18][C:19]([O:21]CC)=[O:20])[CH2:17][O:16][CH2:15]3)=[CH:10][CH:9]=2)=[CH:4][C:3]=1[O:26][C:27]([F:30])([F:29])[F:28].O.[OH-].[Li+]. (6) Given the product [N:6]1([CH2:5][C:4]([NH:14][NH2:15])=[O:3])[CH2:11][CH2:10][CH2:9][CH2:8][CH2:7]1, predict the reactants needed to synthesize it. The reactants are: C([O:3][C:4](=O)[CH2:5][N:6]1[CH2:11][CH2:10][CH2:9][CH2:8][CH2:7]1)C.O.[NH2:14][NH2:15]. (7) Given the product [Cl:1][C:2]1[C:7]([C:8]2[CH:9]=[CH:10][CH:11]=[CH:12][CH:13]=2)=[N:6][N:5]=[C:4]2[N:14]([CH2:23][CH3:24])[N:15]=[C:16]([C:17]3[CH:18]=[CH:19][CH:20]=[CH:21][CH:22]=3)[C:3]=12, predict the reactants needed to synthesize it. The reactants are: [Cl:1][C:2]1[C:7]([C:8]2[CH:13]=[CH:12][CH:11]=[CH:10][CH:9]=2)=[N:6][N:5]=[C:4]2[NH:14][N:15]=[C:16]([C:17]3[CH:22]=[CH:21][CH:20]=[CH:19][CH:18]=3)[C:3]=12.[CH2:23](NN)[CH3:24]. (8) Given the product [Cl:1][C:2]1[CH:9]=[CH:8][C:5](/[CH:6]=[CH:15]/[N+:12]([O-:14])=[O:13])=[C:4]([O:10][CH3:11])[CH:3]=1, predict the reactants needed to synthesize it. The reactants are: [Cl:1][C:2]1[CH:9]=[CH:8][C:5]([CH:6]=O)=[C:4]([O:10][CH3:11])[CH:3]=1.[N+:12]([CH3:15])([O-:14])=[O:13].Cl.CN.C([O-])(=O)C.[Na+]. (9) Given the product [Cl:1][C:2]1[CH:11]=[CH:10][CH:9]=[C:8]2[C:3]=1[C:4](=[O:16])[NH:5][C:6]([CH2:12][CH2:13][CH2:14][N:18]1[CH2:17][CH:6]=[C:12]([C:21]3[CH:22]=[CH:10][CH:11]=[CH:2][CH:3]=3)[CH2:13][CH2:14]1)=[N:7]2, predict the reactants needed to synthesize it. The reactants are: [Cl:1][C:2]1[C:3]2[C:4](=[O:16])[N:5]3[CH:14](O)[CH2:13][CH2:12][C:6]3=[N:7][C:8]=2[CH:9]=[CH:10][CH:11]=1.[C:17]([BH3-])#[N:18].[Na+].[C:21](O)(=O)[CH3:22].C(=O)([O-])O.[Na+]. (10) Given the product [NH2:8][CH:9]1[CH2:13][CH2:12][N:11]([S:14]([C:17]2[C:18]3[C:19]([Cl:27])=[CH:20][N:21]=[C:22]([OH:32])[C:23]=3[CH:24]=[CH:25][CH:26]=2)(=[O:16])=[O:15])[CH2:10]1.[ClH:27], predict the reactants needed to synthesize it. The reactants are: C(OC([NH:8][CH:9]1[CH2:13][CH2:12][N:11]([S:14]([C:17]2[C:18]3[C:19]([Cl:27])=[CH:20][N:21]=[CH:22][C:23]=3[CH:24]=[CH:25][CH:26]=2)(=[O:16])=[O:15])[CH2:10]1)=O)(C)(C)C.C([O:32]C(N[C@H]1CCN(S(C2C3C(Br)=CN=CC=3C=CC=2)(=O)=O)C1)=O)(C)(C)C.